From a dataset of Cav3 T-type calcium channel HTS with 100,875 compounds. Binary Classification. Given a drug SMILES string, predict its activity (active/inactive) in a high-throughput screening assay against a specified biological target. (1) The drug is O(C(=O)C1CN(CCC1)CC(=O)N1CCCc2c1c(oc1c2cc(OCCC)cc1)=O)CC. The result is 0 (inactive). (2) The drug is Oc1ccc(CC2N(CC(C)(C)C)C(=NC2)N)cc1. The result is 0 (inactive). (3) The drug is O(CC(=O)Nc1cc(ccc1)C(=O)C)c1ccccc1. The result is 0 (inactive). (4) The drug is s1c(NC(C)C)nc(N)c1C(=O)c1cc(OC)c(OC)cc1. The result is 0 (inactive). (5) The molecule is OC(=O)CC(n1nc(c(c1C)C(=O)C)C)C. The result is 0 (inactive).